The task is: Regression. Given two drug SMILES strings and cell line genomic features, predict the synergy score measuring deviation from expected non-interaction effect.. This data is from NCI-60 drug combinations with 297,098 pairs across 59 cell lines. (1) Drug 1: CCCCCOC(=O)NC1=NC(=O)N(C=C1F)C2C(C(C(O2)C)O)O. Drug 2: CC1C(C(CC(O1)OC2CC(CC3=C2C(=C4C(=C3O)C(=O)C5=CC=CC=C5C4=O)O)(C(=O)C)O)N)O. Cell line: MALME-3M. Synergy scores: CSS=48.1, Synergy_ZIP=1.18, Synergy_Bliss=3.71, Synergy_Loewe=-37.2, Synergy_HSA=1.08. (2) Drug 1: COC1=NC(=NC2=C1N=CN2C3C(C(C(O3)CO)O)O)N. Drug 2: C1C(C(OC1N2C=NC(=NC2=O)N)CO)O. Cell line: SK-MEL-2. Synergy scores: CSS=25.2, Synergy_ZIP=-4.39, Synergy_Bliss=-0.252, Synergy_Loewe=10.0, Synergy_HSA=10.9. (3) Synergy scores: CSS=43.1, Synergy_ZIP=-6.95, Synergy_Bliss=-9.32, Synergy_Loewe=-13.2, Synergy_HSA=-6.04. Drug 2: C1=NC2=C(N=C(N=C2N1C3C(C(C(O3)CO)O)F)Cl)N. Cell line: HCT116. Drug 1: C1CCC(CC1)NC(=O)N(CCCl)N=O. (4) Cell line: HS 578T. Synergy scores: CSS=3.42, Synergy_ZIP=0.240, Synergy_Bliss=-0.256, Synergy_Loewe=-5.70, Synergy_HSA=-2.73. Drug 2: C1CC(=O)NC(=O)C1N2C(=O)C3=CC=CC=C3C2=O. Drug 1: C1C(C(OC1N2C=NC3=C(N=C(N=C32)Cl)N)CO)O. (5) Drug 1: CC1CCC2CC(C(=CC=CC=CC(CC(C(=O)C(C(C(=CC(C(=O)CC(OC(=O)C3CCCCN3C(=O)C(=O)C1(O2)O)C(C)CC4CCC(C(C4)OC)OCCO)C)C)O)OC)C)C)C)OC. Drug 2: CC12CCC3C(C1CCC2OP(=O)(O)O)CCC4=C3C=CC(=C4)OC(=O)N(CCCl)CCCl.[Na+]. Cell line: HT29. Synergy scores: CSS=25.4, Synergy_ZIP=-4.71, Synergy_Bliss=5.24, Synergy_Loewe=-62.0, Synergy_HSA=4.77. (6) Drug 1: CC12CCC3C(C1CCC2=O)CC(=C)C4=CC(=O)C=CC34C. Drug 2: C1=NC2=C(N=C(N=C2N1C3C(C(C(O3)CO)O)F)Cl)N. Cell line: HCT-15. Synergy scores: CSS=45.0, Synergy_ZIP=-1.78, Synergy_Bliss=-4.49, Synergy_Loewe=-19.1, Synergy_HSA=-2.89. (7) Drug 1: CC1=C(C(=CC=C1)Cl)NC(=O)C2=CN=C(S2)NC3=CC(=NC(=N3)C)N4CCN(CC4)CCO. Drug 2: C(CC(=O)O)C(=O)CN.Cl. Cell line: PC-3. Synergy scores: CSS=24.2, Synergy_ZIP=-8.05, Synergy_Bliss=-0.869, Synergy_Loewe=-9.14, Synergy_HSA=1.14. (8) Drug 1: CC1=C(N=C(N=C1N)C(CC(=O)N)NCC(C(=O)N)N)C(=O)NC(C(C2=CN=CN2)OC3C(C(C(C(O3)CO)O)O)OC4C(C(C(C(O4)CO)O)OC(=O)N)O)C(=O)NC(C)C(C(C)C(=O)NC(C(C)O)C(=O)NCCC5=NC(=CS5)C6=NC(=CS6)C(=O)NCCC[S+](C)C)O. Drug 2: CN(C(=O)NC(C=O)C(C(C(CO)O)O)O)N=O. Cell line: NCI-H522. Synergy scores: CSS=19.9, Synergy_ZIP=0.949, Synergy_Bliss=0.818, Synergy_Loewe=-8.38, Synergy_HSA=0.545. (9) Drug 1: CCCS(=O)(=O)NC1=C(C(=C(C=C1)F)C(=O)C2=CNC3=C2C=C(C=N3)C4=CC=C(C=C4)Cl)F. Drug 2: C1=CC(=CC=C1CC(C(=O)O)N)N(CCCl)CCCl.Cl. Cell line: NCI-H522. Synergy scores: CSS=17.1, Synergy_ZIP=1.44, Synergy_Bliss=4.77, Synergy_Loewe=1.40, Synergy_HSA=4.13. (10) Drug 1: C1=CN(C(=O)N=C1N)C2C(C(C(O2)CO)O)O.Cl. Drug 2: CS(=O)(=O)CCNCC1=CC=C(O1)C2=CC3=C(C=C2)N=CN=C3NC4=CC(=C(C=C4)OCC5=CC(=CC=C5)F)Cl. Cell line: KM12. Synergy scores: CSS=11.3, Synergy_ZIP=-0.487, Synergy_Bliss=6.28, Synergy_Loewe=-4.64, Synergy_HSA=1.43.